From a dataset of Catalyst prediction with 721,799 reactions and 888 catalyst types from USPTO. Predict which catalyst facilitates the given reaction. (1) Reactant: [CH3:1][C:2]1[CH:10]=[CH:9][C:8]([C:11]([F:14])([F:13])[F:12])=[CH:7][C:3]=1[C:4](Cl)=[O:5].[CH3:15][Mg]Br. Product: [CH3:1][C:2]1[CH:10]=[CH:9][C:8]([C:11]([F:14])([F:13])[F:12])=[CH:7][C:3]=1[C:4](=[O:5])[CH3:15]. The catalyst class is: 1. (2) Reactant: [F:1][C:2]1[CH:7]=[CH:6][CH:5]=[C:4]([F:8])[C:3]=1[C:9]1[O:10][C:11]([C:17]2[CH:22]=[CH:21][C:20]([OH:23])=[CH:19][CH:18]=2)=[C:12]([C:14]([NH2:16])=[O:15])[N:13]=1.Cl[CH2:25][CH:26]1[O:31][CH2:30][CH2:29][N:28](CC2C=CC=CC=2)[CH2:27]1. Product: [F:1][C:2]1[CH:7]=[CH:6][CH:5]=[C:4]([F:8])[C:3]=1[C:9]1[O:10][C:11]([C:17]2[CH:18]=[CH:19][C:20]([O:23][CH2:25][CH:26]3[O:31][CH2:30][CH2:29][NH:28][CH2:27]3)=[CH:21][CH:22]=2)=[C:12]([C:14]([NH2:16])=[O:15])[N:13]=1. The catalyst class is: 19. (3) Reactant: [F:1][C:2]([F:39])([F:38])[C:3]1[CH:4]=[C:5]([C:13]2[S:14][C:15]([C:24]3[CH:29]=[C:28]([C:30]([F:33])([F:32])[F:31])[CH:27]=[C:26]([C:34]([F:37])([F:36])[F:35])[CH:25]=3)=[C:16]([N+:21]([O-])=O)[C:17]=2[N+:18]([O-])=O)[CH:6]=[C:7]([C:9]([F:12])([F:11])[F:10])[CH:8]=1.BrC1SC(Br)=C([N+]([O-])=O)C=1[N+]([O-])=O.FC(F)(F)C1C=C([Sn](CCCC)(CCCC)CCCC)C=C(C(F)(F)F)C=1.O.O.[Sn](Cl)Cl. Product: [F:12][C:9]([F:10])([F:11])[C:7]1[CH:6]=[C:5]([C:13]2[S:14][C:15]([C:24]3[CH:29]=[C:28]([C:30]([F:31])([F:32])[F:33])[CH:27]=[C:26]([C:34]([F:37])([F:36])[F:35])[CH:25]=3)=[C:16]([NH2:21])[C:17]=2[NH2:18])[CH:4]=[C:3]([C:2]([F:39])([F:38])[F:1])[CH:8]=1. The catalyst class is: 8. (4) Reactant: [CH3:1][N:2]1[CH2:7][CH2:6][N:5]([S:8]([C:11]2[CH:12]=[C:13]([CH:18]=[CH:19][CH:20]=2)[C:14]([NH:16][NH2:17])=[O:15])(=[O:10])=[O:9])[CH2:4][CH2:3]1.[Cl:21][C:22]1[CH:23]=[CH:24][C:25]([OH:31])=[C:26]([C:28](=O)[CH3:29])[CH:27]=1. Product: [Cl:21][C:22]1[CH:23]=[CH:24][C:25]([OH:31])=[C:26](/[C:28](=[N:17]/[NH:16][C:14](=[O:15])[C:13]2[CH:18]=[CH:19][CH:20]=[C:11]([S:8]([N:5]3[CH2:6][CH2:7][N:2]([CH3:1])[CH2:3][CH2:4]3)(=[O:10])=[O:9])[CH:12]=2)/[CH3:29])[CH:27]=1. The catalyst class is: 130. (5) Reactant: FC(F)(F)C1C=C(F)C=CC=1[C:5]#[N:6].[CH3:14][Al](C)C.[C:18]([C:20]1[CH:25]=[CH:24][C:23]([NH:26][C@H:27]([C:35](OC)=[O:36])[CH2:28][CH:29]2[CH2:34][CH2:33][CH2:32][CH2:31][CH2:30]2)=[CH:22][C:21]=1[C:39]([F:42])([F:41])[F:40])#[N:19]. Product: [C:18]([C:20]1[CH:25]=[CH:24][C:23]([NH:26][C@H:27]([C:35]([N:6]([CH3:5])[CH3:14])=[O:36])[CH2:28][CH:29]2[CH2:30][CH2:31][CH2:32][CH2:33][CH2:34]2)=[CH:22][C:21]=1[C:39]([F:42])([F:41])[F:40])#[N:19]. The catalyst class is: 11. (6) Product: [C:35]([O:34][C:32]([N:19]1[C:20]2[C:16](=[CH:15][C:14]([S:13][CH:10]3[CH2:11][CH2:12][N:8]([C:6]([O:5][C:1]([CH3:4])([CH3:2])[CH3:3])=[O:7])[CH2:9]3)=[CH:22][CH:21]=2)[CH:17]=[N:18]1)=[O:33])([CH3:38])([CH3:37])[CH3:36]. Reactant: [C:1]([O:5][C:6]([N:8]1[CH2:12][CH2:11][CH:10]([S:13][C:14]2[CH:15]=[C:16]3[C:20](=[CH:21][CH:22]=2)[NH:19][N:18]=[CH:17]3)[CH2:9]1)=[O:7])([CH3:4])([CH3:3])[CH3:2].CN(C1C=CC=CN=1)C.[C:32](O[C:32]([O:34][C:35]([CH3:38])([CH3:37])[CH3:36])=[O:33])([O:34][C:35]([CH3:38])([CH3:37])[CH3:36])=[O:33]. The catalyst class is: 2. (7) Reactant: [I:1][C:2]1[C:3]([CH3:12])=[C:4]([CH:9]=[CH:10][CH:11]=1)[C:5]([O:7][CH3:8])=[O:6].[Br:13]NC(=O)CCC(N)=O. Product: [Br:13][CH2:12][C:3]1[C:2]([I:1])=[CH:11][CH:10]=[CH:9][C:4]=1[C:5]([O:7][CH3:8])=[O:6]. The catalyst class is: 340.